From a dataset of Full USPTO retrosynthesis dataset with 1.9M reactions from patents (1976-2016). Predict the reactants needed to synthesize the given product. (1) Given the product [OH:36][C:33]1[C:32]([C:37]2[CH:42]=[CH:41][CH:40]=[CH:39][N:38]=2)=[C:31]2[NH:30][C:11]([C:8]3[CH:9]=[CH:10][C:5]4[O:4][CH:3]=[C:2]([CH3:1])[C:6]=4[CH:7]=3)=[CH:12][C:13](=[O:15])[N:35]2[N:34]=1, predict the reactants needed to synthesize it. The reactants are: [CH3:1][C:2]1[C:6]2[CH:7]=[C:8]([C:11](=O)[CH2:12][C:13]([O:15]CC)=O)[CH:9]=[CH:10][C:5]=2[O:4][CH:3]=1.CC1C=CC(S(O)(=O)=O)=CC=1.[NH2:30][C:31]1[NH:35][N:34]=[C:33]([OH:36])[C:32]=1[C:37]1[CH:42]=[CH:41][CH:40]=[CH:39][N:38]=1. (2) Given the product [CH2:1]([N:8]([CH3:29])[C:9](=[O:28])[CH2:10][O:11][C:12]1[CH:17]=[CH:16][C:15]([CH2:18][C@H:19]([O:25][CH2:26][CH3:27])[C:20]([OH:22])=[O:21])=[CH:14][CH:13]=1)[C:2]1[CH:7]=[CH:6][CH:5]=[CH:4][CH:3]=1, predict the reactants needed to synthesize it. The reactants are: [CH2:1]([N:8]([CH3:29])[C:9](=[O:28])[CH2:10][O:11][C:12]1[CH:17]=[CH:16][C:15]([CH2:18][C@H:19]([O:25][CH2:26][CH3:27])[C:20]([O:22]CC)=[O:21])=[CH:14][CH:13]=1)[C:2]1[CH:7]=[CH:6][CH:5]=[CH:4][CH:3]=1.[Li+].[OH-]. (3) Given the product [Br:9][C:5]1[CH:6]=[C:7]([CH3:8])[C:2]([N:1]2[C:14]([CH3:15])=[CH:13][CH:12]=[C:11]2[CH3:10])=[N:3][CH:4]=1, predict the reactants needed to synthesize it. The reactants are: [NH2:1][C:2]1[C:7]([CH3:8])=[CH:6][C:5]([Br:9])=[CH:4][N:3]=1.[CH3:10][C:11](=O)[CH2:12][CH2:13][C:14](=O)[CH3:15]. (4) Given the product [CH3:36][O:37][CH2:38][CH2:39][O:40][CH2:41][CH2:42][O:43][CH2:44][C:45]([N:6]1[CH2:5][CH2:4][N:3]([C:9]2[CH:14]=[CH:13][C:12]([N:15]3[CH2:19][C@H:18]([CH2:20][O:21][C:22]4[CH:26]=[CH:25][O:24][N:23]=4)[O:17][C:16]3=[O:27])=[CH:11][C:10]=2[F:28])[CH2:8][CH2:7]1)=[O:46], predict the reactants needed to synthesize it. The reactants are: Cl.Cl.[N:3]1([C:9]2[CH:14]=[CH:13][C:12]([N:15]3[CH2:19][C@H:18]([CH2:20][O:21][C:22]4[CH:26]=[CH:25][O:24][N:23]=4)[O:17][C:16]3=[O:27])=[CH:11][C:10]=2[F:28])[CH2:8][CH2:7][NH:6][CH2:5][CH2:4]1.C(N(CC)CC)C.[CH3:36][O:37][CH2:38][CH2:39][O:40][CH2:41][CH2:42][O:43][CH2:44][C:45](Cl)=[O:46]. (5) Given the product [F:23][C:24]1[CH:25]=[CH:21][C:18]([CH2:19][O:9][CH:6]2[CH2:7][CH2:8][C:3]([N:2]([CH3:16])[CH3:1])([C:10]3[CH:15]=[CH:14][CH:13]=[CH:12][CH:11]=3)[CH2:4][CH2:5]2)=[CH:17][CH:31]=1, predict the reactants needed to synthesize it. The reactants are: [CH3:1][N:2]([CH3:16])[C:3]1([C:10]2[CH:15]=[CH:14][CH:13]=[CH:12][CH:11]=2)[CH2:8][CH2:7][CH:6]([OH:9])[CH2:5][CH2:4]1.[CH3:17][C:18]([CH3:21])([O-])[CH3:19].[K+].[F:23][C:24]1[CH:25]=C(C=C[CH:31]=1)CCl. (6) Given the product [C:30]([N:24]([C:7](=[O:9])[C:6]1[CH:5]=[CH:4][CH:12]=[C:11]([C:13]([F:16])([F:15])[F:14])[CH:10]=1)[CH2:23][C:22]([OH:21])=[O:25])([CH3:32])([CH3:45])[CH3:31], predict the reactants needed to synthesize it. The reactants are: [N+]([C:4]1[CH:5]=[C:6]([CH:10]=[C:11]([C:13]([F:16])([F:15])[F:14])[CH:12]=1)[C:7]([OH:9])=O)([O-])=O.C([O:21][C:22](=[O:25])[CH2:23][NH2:24])(C)(C)C.C(N(CC)[CH:30]([CH3:32])[CH3:31])(C)C.F[P-](F)(F)(F)(F)F.N1(O[P+](N(C)C)(N(C)C)N(C)C)C2C=CC=C[C:45]=2N=N1.